The task is: Predict the product of the given reaction.. This data is from Forward reaction prediction with 1.9M reactions from USPTO patents (1976-2016). The product is: [CH2:1]([N:8]1[CH2:17][CH2:16][C:15]2[C:14]([C:33]3[N:29]([CH:24]4[CH2:25][CH2:26][CH2:27][CH2:28][O:23]4)[N:30]=[CH:31][CH:32]=3)=[N:13][C:12]([C:19]([F:22])([F:21])[F:20])=[N:11][C:10]=2[CH2:9]1)[C:2]1[CH:7]=[CH:6][CH:5]=[CH:4][CH:3]=1. Given the reactants [CH2:1]([N:8]1[CH2:17][CH2:16][C:15]2[C:14](Cl)=[N:13][C:12]([C:19]([F:22])([F:21])[F:20])=[N:11][C:10]=2[CH2:9]1)[C:2]1[CH:7]=[CH:6][CH:5]=[CH:4][CH:3]=1.[O:23]1[CH2:28][CH2:27][CH2:26][CH2:25][CH:24]1[N:29]1[C:33](B2OC(C)(C)C(C)(C)O2)=[CH:32][CH:31]=[N:30]1.C1(B(O)O)C=CC=CC=1, predict the reaction product.